Dataset: Kinase inhibitor binding affinity data with 442 proteins and 68 drugs (Kd values). Task: Regression. Given a target protein amino acid sequence and a drug SMILES string, predict the binding affinity score between them. We predict pKd (pKd = -log10(Kd in M); higher means stronger binding). Dataset: davis. The drug is Cc1ccc(-n2nc(C(C)(C)C)cc2NC(=O)Nc2ccc(OCCN3CCOCC3)c3ccccc23)cc1. The target protein (PIK3CA(Q546K)) has sequence TMPPRPSSGELWGIHLMPPRILVECLLPNGMIVTLECLREATLITIKHELFKEARKYPLHQLLQDESSYIFVSVTQEAEREEFFDETRRLCDLRLFQPFLKVIEPVGNREEKILNREIGFAIGMPVCEFDMVKDPEVQDFRRNILNVCKEAVDLRDLNSPHSRAMYVYPPNVESSPELPKHIYNKLDKGQIIVVIWVIVSPNNDKQKYTLKINHDCVPEQVIAEAIRKKTRSMLLSSEQLKLCVLEYQGKYILKVCGCDEYFLEKYPLSQYKYIRSCIMLGRMPNLMLMAKESLYSQLPMDCFTMPSYSRRISTATPYMNGETSTKSLWVINSALRIKILCATYVNVNIRDIDKIYVRTGIYHGGEPLCDNVNTQRVPCSNPRWNEWLNYDIYIPDLPRAARLCLSICSVKGRKGAKEEHCPLAWGNINLFDYTDTLVSGKMALNLWPVPHGLEDLLNPIGVTGSNPNKETPCLELEFDWFSSVVKFPDMSVIEEHANWS.... The pKd is 5.0.